This data is from Catalyst prediction with 721,799 reactions and 888 catalyst types from USPTO. The task is: Predict which catalyst facilitates the given reaction. (1) The catalyst class is: 8. Reactant: [SH:1][CH2:2][C:3]1[N:4]=[C:5]([CH3:10])[S:6][C:7]=1[CH:8]=O.C(O)(=O)C. Product: [CH3:10][C:5]1[S:6][C:7]2[C:3](=[CH:2][S:1][CH:8]=2)[N:4]=1. (2) Reactant: [CH3:1][O:2][C:3]1[CH:12]=[CH:11][C:6]([C:7]([O:9][CH3:10])=[O:8])=[C:5](OS(C(F)(F)F)(=O)=O)[CH:4]=1.[Br:21][C:22]1[CH:23]=[C:24]([CH:26]=[CH:27][CH:28]=1)[NH2:25].C(=O)([O-])[O-].[Cs+].[Cs+].C1C=CC(P(C2C(C3C(P(C4C=CC=CC=4)C4C=CC=CC=4)=CC=C4C=3C=CC=C4)=C3C(C=CC=C3)=CC=2)C2C=CC=CC=2)=CC=1. Product: [Br:21][C:22]1[CH:23]=[C:24]([NH:25][C:5]2[CH:4]=[C:3]([O:2][CH3:1])[CH:12]=[CH:11][C:6]=2[C:7]([O:9][CH3:10])=[O:8])[CH:26]=[CH:27][CH:28]=1. The catalyst class is: 167.